From a dataset of Catalyst prediction with 721,799 reactions and 888 catalyst types from USPTO. Predict which catalyst facilitates the given reaction. (1) Reactant: [F:1][C:2]([F:34])([F:33])[C:3]1[CH:4]=[C:5]([NH:13][NH:14][C:15](=[O:32])[CH:16]([N:23]2[CH2:28][CH2:27][N:26]3[CH2:29][CH2:30][CH2:31][C@@H:25]3[CH2:24]2)[C:17]2[CH:18]=[N:19][CH:20]=[CH:21][CH:22]=2)[CH:6]=[C:7]([C:9]([F:12])([F:11])[F:10])[CH:8]=1. Product: [F:34][C:2]([F:1])([F:33])[C:3]1[CH:4]=[C:5]([NH:13][NH:14][C:15](=[O:32])[C@H:16]([N:23]2[CH2:28][CH2:27][N:26]3[CH2:29][CH2:30][CH2:31][C@@H:25]3[CH2:24]2)[C:17]2[CH:18]=[N:19][CH:20]=[CH:21][CH:22]=2)[CH:6]=[C:7]([C:9]([F:10])([F:11])[F:12])[CH:8]=1. The catalyst class is: 14. (2) Reactant: [Si:1]([O:8][CH2:9][C@:10]1([CH3:18])[S:16][CH2:15][CH2:14][NH:13][C:12](=[S:17])[CH2:11]1)([C:4]([CH3:7])([CH3:6])[CH3:5])([CH3:3])[CH3:2].[OH-].[K+].O.[CH3:22]I. Product: [Si:1]([O:8][CH2:9][C@:10]1([CH3:18])[S:16][CH2:15][CH2:14][N:13]=[C:12]([S:17][CH3:22])[CH2:11]1)([C:4]([CH3:7])([CH3:5])[CH3:6])([CH3:3])[CH3:2]. The catalyst class is: 7. (3) Reactant: [NH2:1][C:2]1[CH:3]=[C:4]([C:9]([F:12])([F:11])[F:10])[CH:5]=[C:6](Br)[CH:7]=1.C([Sn](CCCC)(CCCC)[C:18]1[CH:23]=[CH:22][CH:21]=[CH:20][N:19]=1)CCC. Product: [N:19]1[CH:20]=[CH:21][CH:22]=[CH:23][C:18]=1[C:6]1[CH:7]=[C:2]([NH2:1])[CH:3]=[C:4]([C:9]([F:12])([F:11])[F:10])[CH:5]=1. The catalyst class is: 176. (4) Reactant: [CH3:1][O:2][CH2:3][CH2:4][CH2:5][N:6]1[C:11]2[CH:12]=[C:13]([CH2:16][O:17][CH:18]3[CH:23]([C:24]4[CH:29]=[CH:28][C:27]([O:30][C@H:31]5[CH2:35][CH2:34][NH:33][CH2:32]5)=[CH:26][CH:25]=4)[CH2:22][CH2:21][N:20]([C:36]([O:38][CH2:39][C:40]4[CH:45]=[CH:44][CH:43]=[CH:42][CH:41]=4)=[O:37])[CH2:19]3)[CH:14]=[CH:15][C:10]=2[O:9][CH2:8][C:7]1=[O:46].[C:47]1(=O)[CH2:52][CH2:51][CH2:50][CH2:49][CH2:48]1.C(O[BH-](OC(=O)C)OC(=O)C)(=O)C.[Na+]. Product: [CH:47]1([N:33]2[CH2:34][CH2:35][C@H:31]([O:30][C:27]3[CH:26]=[CH:25][C:24]([CH:23]4[CH2:22][CH2:21][N:20]([C:36]([O:38][CH2:39][C:40]5[CH:41]=[CH:42][CH:43]=[CH:44][CH:45]=5)=[O:37])[CH2:19][CH:18]4[O:17][CH2:16][C:13]4[CH:14]=[CH:15][C:10]5[O:9][CH2:8][C:7](=[O:46])[N:6]([CH2:5][CH2:4][CH2:3][O:2][CH3:1])[C:11]=5[CH:12]=4)=[CH:29][CH:28]=3)[CH2:32]2)[CH2:52][CH2:51][CH2:50][CH2:49][CH2:48]1. The catalyst class is: 15. (5) Reactant: Cl.[Cl:2][C:3]1[CH:4]=[C:5]2[C:9](=[CH:10][CH:11]=1)[NH:8][CH:7]=[C:6]2[CH2:12][CH2:13][NH2:14].[CH2:15]1[C:23]2[C:18](=[CH:19][C:20]([N:24]3[CH2:28][CH2:27][CH:26]([C:29](O)=[O:30])[C:25]3=[O:32])=[CH:21][CH:22]=2)[CH2:17][O:16]1.CN(C(ON1N=NC2C=CC=NC1=2)=[N+](C)C)C.F[P-](F)(F)(F)(F)F.C(N(CC)C(C)C)(C)C. Product: [Cl:2][C:3]1[CH:4]=[C:5]2[C:9](=[CH:10][CH:11]=1)[NH:8][CH:7]=[C:6]2[CH2:12][CH2:13][NH:14][C:29]([CH:26]1[CH2:27][CH2:28][N:24]([C:20]2[CH:19]=[C:18]3[C:23](=[CH:22][CH:21]=2)[CH2:15][O:16][CH2:17]3)[C:25]1=[O:32])=[O:30]. The catalyst class is: 3. (6) Reactant: [NH2:1][C:2]1[N:7]=[C:6]([Cl:8])[C:5]([CH2:9][C:10]([O:12]CC)=O)=[C:4]([NH:15][CH2:16][CH:17]2[CH2:22][C:21]([CH3:24])([CH3:23])[NH:20][C:19]([CH3:26])([CH3:25])[CH2:18]2)[N:3]=1. Product: [NH2:1][C:2]1[N:7]=[C:6]([Cl:8])[C:5]2[CH2:9][C:10](=[O:12])[N:15]([CH2:16][CH:17]3[CH2:22][C:21]([CH3:23])([CH3:24])[NH:20][C:19]([CH3:26])([CH3:25])[CH2:18]3)[C:4]=2[N:3]=1. The catalyst class is: 114.